Dataset: Reaction yield outcomes from USPTO patents with 853,638 reactions. Task: Predict the reaction yield, written as a fraction of the theoretical maximum amount of product (1.0 means a 100% yield; for example, 0.34 means a 34% yield). (1) The reactants are [NH:1]([C:3]1[N:4]=[C:5]2[CH:11]=[CH:10][N:9]([S:12]([C:15]3[CH:21]=[CH:20][C:18]([CH3:19])=[CH:17][CH:16]=3)(=[O:14])=[O:13])[C:6]2=[N:7][CH:8]=1)[NH2:2].C(Cl)Cl.[C:25]([O:29][C:30]([NH:32][CH:33]1[CH2:37][CH:36]([C:38](O)=[O:39])[CH:35]([CH2:41][CH3:42])[CH2:34]1)=[O:31])([CH3:28])([CH3:27])[CH3:26].CN(C(ON1N=NC2C=CC=NC1=2)=[N+](C)C)C.F[P-](F)(F)(F)(F)F. The catalyst is O. The product is [C:25]([O:29][C:30](=[O:31])[NH:32][CH:33]1[CH2:37][CH:36]([C:38]([NH:2][NH:1][C:3]2[N:4]=[C:5]3[CH:11]=[CH:10][N:9]([S:12]([C:15]4[CH:21]=[CH:20][C:18]([CH3:19])=[CH:17][CH:16]=4)(=[O:13])=[O:14])[C:6]3=[N:7][CH:8]=2)=[O:39])[CH:35]([CH2:41][CH3:42])[CH2:34]1)([CH3:28])([CH3:27])[CH3:26]. The yield is 0.690. (2) The reactants are I[CH:2]([CH3:4])[CH3:3].[C:5]([O:9][C:10]([C:12]1[CH:28]=[C:27]([OH:29])[C:15]2[CH2:16][CH:17]([CH2:19][O:20][C:21]3[CH:26]=[CH:25][CH:24]=[CH:23][CH:22]=3)[O:18][C:14]=2[CH:13]=1)=[O:11])([CH3:8])([CH3:7])[CH3:6].C([O-])([O-])=O.[K+].[K+]. The catalyst is CN(C=O)C.O. The product is [C:5]([O:9][C:10]([C:12]1[CH:28]=[C:27]([O:29][CH:2]([CH3:4])[CH3:3])[C:15]2[CH2:16][CH:17]([CH2:19][O:20][C:21]3[CH:26]=[CH:25][CH:24]=[CH:23][CH:22]=3)[O:18][C:14]=2[CH:13]=1)=[O:11])([CH3:8])([CH3:6])[CH3:7]. The yield is 0.460. (3) The reactants are F[C:2]1[CH:10]=[CH:9][C:8]([S:11]([CH3:14])(=[O:13])=[O:12])=[CH:7][C:3]=1[C:4]([OH:6])=[O:5].C(=O)([O-])[O-].[Cs+].[Cs+].[CH3:21][CH:22]([CH3:25])[CH2:23][SH:24].Cl. The catalyst is CN(C)C=O. The product is [CH2:23]([S:24][C:2]1[CH:10]=[CH:9][C:8]([S:11]([CH3:14])(=[O:13])=[O:12])=[CH:7][C:3]=1[C:4]([OH:6])=[O:5])[CH:22]([CH3:25])[CH3:21]. The yield is 0.990.